From a dataset of Catalyst prediction with 721,799 reactions and 888 catalyst types from USPTO. Predict which catalyst facilitates the given reaction. (1) Reactant: [CH3:1][NH:2][CH2:3][C:4]1[S:5][CH:6]=[C:7]([CH3:9])[N:8]=1.[OH:10][CH2:11][C:12]1[CH:13]=[C:14]([CH:18]=[C:19]([C:21]([O:23][CH3:24])=[O:22])[CH:20]=1)[C:15]([OH:17])=O.C1C=CC2N(O)N=NC=2C=1.CCN=C=NCCCN(C)C. Product: [OH:10][CH2:11][C:12]1[CH:20]=[C:19]([CH:18]=[C:14]([C:15](=[O:17])[N:2]([CH3:1])[CH2:3][C:4]2[S:5][CH:6]=[C:7]([CH3:9])[N:8]=2)[CH:13]=1)[C:21]([O:23][CH3:24])=[O:22]. The catalyst class is: 366. (2) Reactant: [NH2:1][C:2]1[CH:7]=[CH:6][CH:5]=[CH:4][N:3]=1.[Cl:8]C1C=CC=C(C(OO)=[O:16])C=1.C(OCC)C.Cl. Product: [ClH:8].[NH2:1][C:2]1[CH:7]=[CH:6][CH:5]=[CH:4][N+:3]=1[O-:16]. The catalyst class is: 21. (3) Reactant: [CH:1]([C:5]1[C:24]([OH:25])=[CH:23][C:8]2[C:9]([C:19]([NH:21][CH3:22])=[O:20])=[C:10]([C:12]3[CH:17]=[CH:16][C:15]([F:18])=[CH:14][CH:13]=3)[O:11][C:7]=2[CH:6]=1)([CH2:3][CH3:4])[CH3:2].C(N(CC)CC)C.[F:33][C:34]([F:53])([F:52])[S:35](N(C1C=CC=CC=1)[S:35]([C:34]([F:53])([F:52])[F:33])(=[O:37])=[O:36])(=[O:37])=[O:36]. Product: [F:33][C:34]([F:53])([F:52])[S:35]([O:25][C:24]1[C:5]([CH:1]([CH2:3][CH3:4])[CH3:2])=[CH:6][C:7]2[O:11][C:10]([C:12]3[CH:13]=[CH:14][C:15]([F:18])=[CH:16][CH:17]=3)=[C:9]([C:19](=[O:20])[NH:21][CH3:22])[C:8]=2[CH:23]=1)(=[O:37])=[O:36]. The catalyst class is: 2. (4) Product: [CH2:10]([O:2][C:1]1[CH:8]=[CH:7][CH:6]=[CH:5][C:3]=1[OH:4])[CH2:11][CH2:12][CH2:13][CH2:14][CH3:15]. The catalyst class is: 311. Reactant: [C:1]1([C:3](=[CH:5][CH:6]=[CH:7][CH:8]=1)[OH:4])[OH:2].Br[CH2:10][CH2:11][CH2:12][CH2:13][CH2:14][CH3:15].C(=O)([O-])[O-].[K+].[K+]. (5) Reactant: [Cl:1][C:2]1[CH:3]=[N:4][C:5]([N:8]2[CH2:13][CH2:12][CH:11]([C@H:14]3[CH2:16][C@H:15]3[CH2:17][CH2:18][OH:19])[CH2:10][CH2:9]2)=[N:6][CH:7]=1.Br[C:21]1[CH:26]=[CH:25][C:24]([S:27]([CH3:30])(=[O:29])=[O:28])=[CH:23][N:22]=1. Product: [Cl:1][C:2]1[CH:3]=[N:4][C:5]([N:8]2[CH2:13][CH2:12][CH:11]([C@@H:14]3[CH2:16][C@@H:15]3[CH2:17][CH2:18][O:19][C:21]3[CH:26]=[CH:25][C:24]([S:27]([CH3:30])(=[O:29])=[O:28])=[CH:23][N:22]=3)[CH2:10][CH2:9]2)=[N:6][CH:7]=1. The catalyst class is: 18. (6) Reactant: C[O:2][C:3](=[O:16])[C:4]([CH3:15])([CH3:14])[CH2:5][C:6]1[CH:11]=[C:10]([O:12][CH3:13])[CH:9]=[CH:8][N:7]=1.[OH-].[Li+].Cl. Product: [CH3:13][O:12][C:10]1[CH:9]=[CH:8][N:7]=[C:6]([CH2:5][C:4]([CH3:15])([CH3:14])[C:3]([OH:16])=[O:2])[CH:11]=1. The catalyst class is: 12. (7) Reactant: [CH:1]1([C:7]2[C:12](=[O:13])[N:11]3[N:14]=[C:15]([C:17](O)=[O:18])[CH:16]=[C:10]3[NH:9][C:8]=2[C:20]2[O:21][CH:22]=[CH:23][CH:24]=2)[CH2:6][CH2:5][CH2:4][CH2:3][CH2:2]1.C1(C)[C:26]([S:31]([NH2:34])(=[O:33])=[O:32])=CC=CC=1.[CH:45]1(N=C=N[CH:45]2[CH2:50][CH2:49][CH2:48][CH2:47][CH2:46]2)[CH2:50][CH2:49][CH2:48][CH2:47][CH2:46]1. Product: [CH:1]1([C:7]2[C:12](=[O:13])[N:11]3[N:14]=[C:15]([C:17]([NH:34][S:31]([CH2:26][C:45]4[CH:46]=[CH:47][CH:48]=[CH:49][CH:50]=4)(=[O:33])=[O:32])=[O:18])[CH:16]=[C:10]3[NH:9][C:8]=2[C:20]2[O:21][CH:22]=[CH:23][CH:24]=2)[CH2:2][CH2:3][CH2:4][CH2:5][CH2:6]1. The catalyst class is: 154. (8) Reactant: [Cl:1][C:2]1[CH:19]=[CH:18][C:5]([CH2:6][C:7]2[NH:17][C:10]3[N:11]=[C:12]([C:15]#[N:16])[N:13]=[CH:14][C:9]=3[CH:8]=2)=[CH:4][CH:3]=1.C([O-])([O-])=O.[K+].[K+].Br[CH2:27][CH2:28][C:29]1[CH:34]=[CH:33][C:32]([CH3:35])=[CH:31][CH:30]=1.O. Product: [Cl:1][C:2]1[CH:3]=[CH:4][C:5]([CH2:6][C:7]2[N:17]([CH2:27][CH2:28][C:29]3[CH:34]=[CH:33][C:32]([CH3:35])=[CH:31][CH:30]=3)[C:10]3[N:11]=[C:12]([C:15]#[N:16])[N:13]=[CH:14][C:9]=3[CH:8]=2)=[CH:18][CH:19]=1. The catalyst class is: 3. (9) The catalyst class is: 134. Reactant: Br[C:2]1[C:15]2[C:6](=[C:7]3[C:12](=[CH:13][CH:14]=2)[C:11]([C:16]2[CH:21]=[CH:20][CH:19]=[CH:18][CH:17]=2)=[CH:10][CH:9]=[N:8]3)[N:5]=[CH:4][CH:3]=1.[Li]CCCC.[B:27](OC)([O:30]C)[O:28]C.Cl. Product: [C:16]1([C:11]2[C:12]3[C:7]([N:8]=[CH:9][CH:10]=2)=[C:6]2[C:15]([C:2]([B:27]([OH:30])[OH:28])=[CH:3][CH:4]=[N:5]2)=[CH:14][CH:13]=3)[CH:21]=[CH:20][CH:19]=[CH:18][CH:17]=1.